The task is: Predict the product of the given reaction.. This data is from Forward reaction prediction with 1.9M reactions from USPTO patents (1976-2016). (1) Given the reactants [CH3:1][O:2][C:3](=[O:13])[C:4]1[CH:9]=[C:8]([Cl:10])[CH:7]=[C:6]([NH2:11])[C:5]=1[OH:12].[C:14](C1NC=CN=1)(C1NC=CN=1)=[O:15], predict the reaction product. The product is: [CH3:1][O:2][C:3]([C:4]1[C:5]2[O:12][C:14](=[O:15])[NH:11][C:6]=2[CH:7]=[C:8]([Cl:10])[CH:9]=1)=[O:13]. (2) Given the reactants [NH2:1][C:2]1[CH:7]=[C:6]([Br:8])[CH:5]=[CH:4][C:3]=1[C:9]([N:11]1[CH2:16][CH2:15][CH:14]([N:17]([CH3:19])[CH3:18])[CH2:13][CH2:12]1)=[O:10].C(N(CC)CC)C.[C:27](Cl)(=[O:29])[CH3:28].C([O-])(O)=O.[Na+], predict the reaction product. The product is: [Br:8][C:6]1[CH:5]=[CH:4][C:3]([C:9]([N:11]2[CH2:16][CH2:15][CH:14]([N:17]([CH3:19])[CH3:18])[CH2:13][CH2:12]2)=[O:10])=[C:2]([NH:1][C:27](=[O:29])[CH3:28])[CH:7]=1. (3) Given the reactants C([O:3][C:4]([C:6]1([CH2:11][C:12]2[CH:17]=[CH:16][CH:15]=[CH:14][CH:13]=2)[CH2:10][CH2:9][CH2:8][CH2:7]1)=[O:5])C.O.[OH-].[Li+], predict the reaction product. The product is: [CH2:11]([C:6]1([C:4]([OH:5])=[O:3])[CH2:10][CH2:9][CH2:8][CH2:7]1)[C:12]1[CH:17]=[CH:16][CH:15]=[CH:14][CH:13]=1. (4) The product is: [Br:13][C:14]1[CH:19]=[CH:18][C:17]([C:5](=[O:11])[CH2:6][CH2:7][C:8]([OH:10])=[O:9])=[CH:16][CH:15]=1. Given the reactants [Al+3].[Cl-].[Cl-].[Cl-].[C:5]1(=[O:11])[O:10][C:8](=[O:9])[CH2:7][CH2:6]1.Cl.[Br:13][C:14]1[CH:19]=[CH:18][CH:17]=[CH:16][CH:15]=1, predict the reaction product. (5) Given the reactants NC1(C2C=CC(C3C(=O)C4C(=CC=C(F)C=4)OC=3C3C=CC=CC=3)=CC=2)CCC1.C(OC(=O)[NH:36][C:37]1([C:41]2[CH:46]=[CH:45][C:44]([C:47]3[C:48](=[O:67])[C:49]4[CH:50]=[CH:51][C:52]5[C:53](=[N:63][N:64]([CH3:66])[CH:65]=5)[C:54]=4[O:55][C:56]=3[C:57]3[CH:62]=[CH:61][CH:60]=[CH:59][CH:58]=3)=[CH:43][CH:42]=2)[CH2:40][CH2:39][CH2:38]1)(C)(C)C, predict the reaction product. The product is: [NH2:36][C:37]1([C:41]2[CH:42]=[CH:43][C:44]([C:47]3[C:48](=[O:67])[C:49]4[CH:50]=[CH:51][C:52]5[C:53](=[N:63][N:64]([CH3:66])[CH:65]=5)[C:54]=4[O:55][C:56]=3[C:57]3[CH:62]=[CH:61][CH:60]=[CH:59][CH:58]=3)=[CH:45][CH:46]=2)[CH2:40][CH2:39][CH2:38]1. (6) The product is: [NH2:15][C:10]1[CH:11]=[N:12][N:13]([CH3:14])[C:9]=1[N:5]1[CH2:6][CH2:7][CH2:8][C:2]([CH3:1])([OH:18])[CH2:3][CH2:4]1. Given the reactants [CH3:1][C:2]1([OH:18])[CH2:8][CH2:7][CH2:6][N:5]([C:9]2[N:13]([CH3:14])[N:12]=[CH:11][C:10]=2[N+:15]([O-])=O)[CH2:4][CH2:3]1.C([O-])=O.[NH4+], predict the reaction product. (7) Given the reactants [F:1][C:2]1[CH:7]=[C:6](B2OC(C)(C)C(C)(C)O2)[CH:5]=[CH:4][C:3]=1[C:17]1([NH:20][C:21](=[O:27])[O:22][C:23]([CH3:26])([CH3:25])[CH3:24])[CH2:19][CH2:18]1.Cl[C:29]1[CH:34]=[CH:33][N:32]=[C:31]([NH2:35])[C:30]=1[N+:36]([O-])=O, predict the reaction product. The product is: [NH2:35][C:31]1[C:30]([NH2:36])=[C:29]([C:6]2[CH:5]=[CH:4][C:3]([C:17]3([NH:20][C:21](=[O:27])[O:22][C:23]([CH3:24])([CH3:25])[CH3:26])[CH2:18][CH2:19]3)=[C:2]([F:1])[CH:7]=2)[CH:34]=[CH:33][N:32]=1. (8) Given the reactants [CH:1]12[CH2:7][CH:4]([CH2:5][CH2:6]1)[CH2:3][C@@H:2]2[NH:8][C:9]1[S:10][C:11]([CH3:22])([CH2:15][CH:16]2CCNCC2)[C:12](=[O:14])[N:13]=1.[C:23]([NH:30][CH2:31][CH2:32][O:33][C:34]1[CH:42]=[CH:41][C:37](C(O)=O)=[CH:36][CH:35]=1)([O:25][C:26]([CH3:29])([CH3:28])[CH3:27])=[O:24].CCN=C=NCCCN(C)C.C1C=CC2N([OH:63])N=NC=2C=1.[CH2:64]([N:66]([CH2:69][CH3:70])[CH2:67][CH3:68])C, predict the reaction product. The product is: [CH:1]12[CH2:7][CH:4]([CH2:5][CH2:6]1)[CH2:3][C@@H:2]2[NH:8][C:9]1[S:10][C:11]([CH2:15][CH:16]2[CH2:70][CH2:69][N:66]([C:64]([C:41]3[CH:42]=[C:34]([CH:35]=[CH:36][CH:37]=3)[O:33][CH2:32][CH2:31][NH:30][C:23](=[O:24])[O:25][C:26]([CH3:27])([CH3:28])[CH3:29])=[O:63])[CH2:67][CH2:68]2)([CH3:22])[C:12](=[O:14])[N:13]=1.